This data is from Forward reaction prediction with 1.9M reactions from USPTO patents (1976-2016). The task is: Predict the product of the given reaction. (1) Given the reactants [NH2:1][C@H:2]1[CH2:7][CH2:6][CH2:5][C@H:4]([NH:8][C:9](=[O:23])[C:10]2[CH:15]=[CH:14][C:13]([C:16]3[CH:21]=[CH:20][CH:19]=[C:18]([F:22])[CH:17]=3)=[N:12][CH:11]=2)[CH2:3]1.[CH:24]([N:27]([CH2:31]C)[CH:28](C)[CH3:29])(C)[CH3:25].[NH:33]1[CH2:38]COCC1.CS(C)=[O:41], predict the reaction product. The product is: [F:22][C:18]1[CH:17]=[C:16]([C:13]2[N:12]=[CH:11][C:10]([C:9]([NH:8][C@H:4]3[CH2:5][CH2:6][CH2:7][C@H:2]([NH:1][C:38]([N:33]4[CH2:29][CH2:28][N:27]([CH3:31])[CH2:24][CH2:25]4)=[O:41])[CH2:3]3)=[O:23])=[CH:15][CH:14]=2)[CH:21]=[CH:20][CH:19]=1. (2) Given the reactants CCN=C=NCCCN(C)C.C1C=CC2N(O)N=NC=2C=1.Cl.Cl.[CH3:24][C:25]1[N:29]2[C:30](=[O:39])[N:31]([CH:33]3[CH2:38][CH2:37][NH:36][CH2:35][CH2:34]3)[CH2:32][C:28]2=[CH:27][N:26]=1.[Cl:40][C:41]1[CH:46]=[CH:45][C:44](/[CH:47]=[CH:48]/[S:49]([CH2:52][CH2:53][C:54](O)=[O:55])(=[O:51])=[O:50])=[CH:43][CH:42]=1, predict the reaction product. The product is: [Cl:40][C:41]1[CH:42]=[CH:43][C:44](/[CH:47]=[CH:48]/[S:49]([CH2:52][CH2:53][C:54]([N:36]2[CH2:37][CH2:38][CH:33]([N:31]3[CH2:32][C:28]4=[CH:27][N:26]=[C:25]([CH3:24])[N:29]4[C:30]3=[O:39])[CH2:34][CH2:35]2)=[O:55])(=[O:50])=[O:51])=[CH:45][CH:46]=1. (3) Given the reactants [OH-].[Na+].[Cl:3][C:4]1[C:32]([O:33]C(OC)=O)=[CH:31][C:7]([NH:8][C:9]2[C:18]3[C:13](=[CH:14][C:15]([O:21][CH2:22][CH2:23][CH2:24][C:25]4[CH:30]=[CH:29][N:28]=[CH:27][CH:26]=4)=[C:16]([O:19][CH3:20])[CH:17]=3)[N:12]=[CH:11][N:10]=2)=[C:6]([F:38])[CH:5]=1.O.Cl, predict the reaction product. The product is: [ClH:3].[Cl:3][C:4]1[C:32]([OH:33])=[CH:31][C:7]([NH:8][C:9]2[C:18]3[C:13](=[CH:14][C:15]([O:21][CH2:22][CH2:23][CH2:24][C:25]4[CH:30]=[CH:29][N:28]=[CH:27][CH:26]=4)=[C:16]([O:19][CH3:20])[CH:17]=3)[N:12]=[CH:11][N:10]=2)=[C:6]([F:38])[CH:5]=1. (4) Given the reactants [Cl:1][C:2]1[CH:3]=[C:4]2[C:9](=[C:10]([F:21])[C:11]=1[C:12]1[C:17]([O:18]C)=[CH:16][CH:15]=[CH:14][C:13]=1[F:20])[N:8]=[CH:7][N:6]=[C:5]2[N:22]1[CH2:27][CH2:26][N:25]([C:28](=[O:31])[CH:29]=[CH2:30])[CH2:24][CH2:23]1.B(Br)(Br)Br, predict the reaction product. The product is: [Cl:1][C:2]1[CH:3]=[C:4]2[C:9](=[C:10]([F:21])[C:11]=1[C:12]1[C:17]([OH:18])=[CH:16][CH:15]=[CH:14][C:13]=1[F:20])[N:8]=[CH:7][N:6]=[C:5]2[N:22]1[CH2:23][CH2:24][N:25]([C:28](=[O:31])[CH:29]=[CH2:30])[CH2:26][CH2:27]1. (5) Given the reactants [NH2:1][CH2:2][CH2:3][C:4]1[CH:9]=[CH:8][C:7]([S:10]([NH2:13])(=[O:12])=[O:11])=[CH:6][CH:5]=1.[CH3:14][N:15]1[CH:19]=[CH:18][N:17]=[C:16]1[CH:20]=O.[BH-](OC(C)=O)(OC(C)=O)OC(C)=O.[Na+].[C:36]([O:40][C:41]([CH3:44])([CH3:43])[CH3:42])(=[O:39])[CH:37]=O, predict the reaction product. The product is: [CH3:14][N:15]1[CH:19]=[CH:18][N:17]=[C:16]1[CH2:20][N:1]([CH2:2][CH2:3][C:4]1[CH:5]=[CH:6][C:7]([S:10](=[O:11])(=[O:12])[NH2:13])=[CH:8][CH:9]=1)[CH2:37][C:36]([O:40][C:41]([CH3:44])([CH3:43])[CH3:42])=[O:39]. (6) Given the reactants [N:1]1[CH:6]=[CH:5][C:4]([CH2:7][CH2:8][CH2:9][CH2:10][CH2:11][OH:12])=[CH:3][CH:2]=1.C(N(CC)CC)C.[Si:20](Cl)([C:23]([CH3:26])([CH3:25])[CH3:24])([CH3:22])[CH3:21].O, predict the reaction product. The product is: [C:23]([Si:20]([CH3:22])([CH3:21])[O:12][CH2:11][CH2:10][CH2:9][CH2:8][CH2:7][C:4]1[CH:5]=[CH:6][N:1]=[CH:2][CH:3]=1)([CH3:26])([CH3:25])[CH3:24]. (7) Given the reactants CS([C:5]1[N:10]=[C:9]([C:11]2[CH:16]=[CH:15][C:14]([Cl:17])=[CH:13][C:12]=2[Cl:18])[C:8]([C:19]2[CH:24]=[CH:23][C:22]([Cl:25])=[CH:21][CH:20]=2)=[CH:7][N:6]=1)(=O)=O.[F:26][C:27]1[CH:28]=[C:29]([OH:34])[CH:30]=[CH:31][C:32]=1[F:33], predict the reaction product. The product is: [F:26][C:27]1[CH:28]=[C:29]([O:34][C:5]2[N:10]=[C:9]([C:11]3[CH:16]=[CH:15][C:14]([Cl:17])=[CH:13][C:12]=3[Cl:18])[C:8]([C:19]3[CH:24]=[CH:23][C:22]([Cl:25])=[CH:21][CH:20]=3)=[CH:7][N:6]=2)[CH:30]=[CH:31][C:32]=1[F:33]. (8) Given the reactants [NH2:1][C:2]1[C:3]([C:12]([NH:14][C@H:15]([C:20]([OH:22])=[O:21])[C:16]([CH3:19])([CH3:18])[CH3:17])=[O:13])=[CH:4][C:5]2[C:10]([CH:11]=1)=[CH:9][CH:8]=[CH:7][CH:6]=2.[N:23]([C:26]1[C:31]([CH3:32])=[CH:30][C:29]([CH3:33])=[CH:28][C:27]=1[CH3:34])=[C:24]=[O:25].[Li+].[OH-].Cl, predict the reaction product. The product is: [CH3:18][C:16]([CH3:19])([CH3:17])[C@@H:15]([C:20]([OH:22])=[O:21])[NH:14][C:12]([C:3]1[C:2]([NH:1][C:24]([NH:23][C:26]2[C:27]([CH3:34])=[CH:28][C:29]([CH3:33])=[CH:30][C:31]=2[CH3:32])=[O:25])=[CH:11][C:10]2[C:5](=[CH:6][CH:7]=[CH:8][CH:9]=2)[CH:4]=1)=[O:13]. (9) Given the reactants [CH3:1][C:2]1[NH:3][C:4]2[C:5]([N:15]=1)=[N:6][C:7]([C:11]([O:13][CH3:14])=[O:12])=[CH:8][C:9]=2[CH3:10].[H-].[Na+].[Br:18][C:19]1[C:28]2[C:23](=[CH:24][CH:25]=[CH:26][CH:27]=2)[CH:22]=[CH:21][C:20]=1[CH2:29]Br.C(OC(C)C)(C)C, predict the reaction product. The product is: [Br:18][C:19]1[C:28]2[C:23](=[CH:24][CH:25]=[CH:26][CH:27]=2)[CH:22]=[CH:21][C:20]=1[CH2:29][N:15]1[C:5]2=[N:6][C:7]([C:11]([O:13][CH3:14])=[O:12])=[CH:8][C:9]([CH3:10])=[C:4]2[N:3]=[C:2]1[CH3:1]. (10) Given the reactants [Br:1][C:2]1[CH:3]=[C:4]([CH:7]=[CH:8][C:9]=1[F:10])[CH:5]=O.[C:11]([NH:14][NH2:15])([NH2:13])=[NH:12].[ClH:16], predict the reaction product. The product is: [ClH:16].[Br:1][C:2]1[CH:3]=[C:4]([CH:7]=[CH:8][C:9]=1[F:10])[CH:5]=[N:15][NH:14][C:11]([NH2:13])=[NH:12].